From a dataset of CYP2D6 inhibition data for predicting drug metabolism from PubChem BioAssay. Regression/Classification. Given a drug SMILES string, predict its absorption, distribution, metabolism, or excretion properties. Task type varies by dataset: regression for continuous measurements (e.g., permeability, clearance, half-life) or binary classification for categorical outcomes (e.g., BBB penetration, CYP inhibition). Dataset: cyp2d6_veith. (1) The compound is C=C(C)CN(CC#N)CC(=C)C. The result is 0 (non-inhibitor). (2) The molecule is C[C@H]1COC(=O)C/C=C\[C@@H](C)COC(=O)[C@H](C)NC1=O. The result is 0 (non-inhibitor). (3) The compound is COC(=O)[C@@]1(Cc2ccc(OC)cc2)[C@H]2c3cc(C(=O)N4CCCC4)n(Cc4nc5ccccc5[nH]4)c3C[C@H]2CN1C(=O)c1ccccc1. The result is 0 (non-inhibitor). (4) The drug is O=c1c(-c2ccc(F)cc2)nc2cnc(Oc3ccccc3)nc2n1C1CC1. The result is 0 (non-inhibitor). (5) The molecule is Cc1ccc(C2C(C(=O)c3ccco3)=C(O)C(=O)N2c2nnc(C)s2)cc1. The result is 0 (non-inhibitor). (6) The drug is CCCCOC(=O)Nc1cccc(C(=O)OCC)c1. The result is 0 (non-inhibitor). (7) The drug is CCCS(=O)(=O)N1CCCC(C(=O)NCCCN2CCN(c3ccccc3F)CC2)C1. The result is 1 (inhibitor). (8) The molecule is CCOC(=O)N/N=C1/C[C@@H](O)[C@@H](O)[C@@H]2[C@@H]3C(=O)N(c4cccc(Oc5ccccc5)c4)C(=O)[C@H]3CC[C@@H]12. The result is 0 (non-inhibitor). (9) The result is 0 (non-inhibitor). The compound is Cc1nc2cnc(OCc3ccccc3)nc2n(CCc2ccccc2)c1=O.